From a dataset of Drug-target binding data from BindingDB using IC50 measurements. Regression. Given a target protein amino acid sequence and a drug SMILES string, predict the binding affinity score between them. We predict pIC50 (pIC50 = -log10(IC50 in M); higher means more potent). Dataset: bindingdb_ic50. The drug is NN1C(=O)/C(=C/c2ccc(O)cc2)SC1=S. The target protein (P50295) has sequence MDIEAYFERIGYQSTRSKLDLKTLTEILQHQIRAIPFENLNIHCGESMELSLEAIFDQIVRKKRGGWCLQVNHLLYWALTKLGFETTMLGGYVFNTPANKYSSGMIHLLVQVTISGKDYIVDAGFGRSYQMWEPLELTSGKDQPQVPAIFRLTEENGTWYLDQIRREQYVPNQEFINSDLLEKNKYRKIYSFTLEPRTIEDFESMNTYLQTSPASVFTSKSFCSLQTPEGVHCLVGSTLTYRRFSYKDNVDLVEFKSLTEEEIEDVLRTIFGVSLERKLVPKHGDRFFTI. The pIC50 is 5.0.